Dataset: NCI-60 drug combinations with 297,098 pairs across 59 cell lines. Task: Regression. Given two drug SMILES strings and cell line genomic features, predict the synergy score measuring deviation from expected non-interaction effect. (1) Drug 1: C1C(C(OC1N2C=NC3=C(N=C(N=C32)Cl)N)CO)O. Drug 2: C1CN(P(=O)(OC1)NCCCl)CCCl. Cell line: LOX IMVI. Synergy scores: CSS=25.0, Synergy_ZIP=-5.80, Synergy_Bliss=-2.82, Synergy_Loewe=-2.24, Synergy_HSA=-2.19. (2) Drug 1: CC(C1=C(C=CC(=C1Cl)F)Cl)OC2=C(N=CC(=C2)C3=CN(N=C3)C4CCNCC4)N. Drug 2: C1=C(C(=O)NC(=O)N1)F. Cell line: SNB-19. Synergy scores: CSS=32.2, Synergy_ZIP=0.0239, Synergy_Bliss=1.64, Synergy_Loewe=2.46, Synergy_HSA=2.78. (3) Drug 1: CNC(=O)C1=CC=CC=C1SC2=CC3=C(C=C2)C(=NN3)C=CC4=CC=CC=N4. Drug 2: CC=C1C(=O)NC(C(=O)OC2CC(=O)NC(C(=O)NC(CSSCCC=C2)C(=O)N1)C(C)C)C(C)C. Cell line: SNB-19. Synergy scores: CSS=49.4, Synergy_ZIP=-1.50, Synergy_Bliss=-0.491, Synergy_Loewe=-68.4, Synergy_HSA=0.289. (4) Drug 1: C1=C(C(=O)NC(=O)N1)N(CCCl)CCCl. Drug 2: CCC1(CC2CC(C3=C(CCN(C2)C1)C4=CC=CC=C4N3)(C5=C(C=C6C(=C5)C78CCN9C7C(C=CC9)(C(C(C8N6C=O)(C(=O)OC)O)OC(=O)C)CC)OC)C(=O)OC)O.OS(=O)(=O)O. Cell line: SR. Synergy scores: CSS=95.5, Synergy_ZIP=11.5, Synergy_Bliss=10.5, Synergy_Loewe=11.0, Synergy_HSA=13.9. (5) Drug 1: CCC1(CC2CC(C3=C(CCN(C2)C1)C4=CC=CC=C4N3)(C5=C(C=C6C(=C5)C78CCN9C7C(C=CC9)(C(C(C8N6C=O)(C(=O)OC)O)OC(=O)C)CC)OC)C(=O)OC)O.OS(=O)(=O)O. Drug 2: C1=CN(C=N1)CC(O)(P(=O)(O)O)P(=O)(O)O. Cell line: HCT116. Synergy scores: CSS=1.50, Synergy_ZIP=-3.16, Synergy_Bliss=-9.04, Synergy_Loewe=-3.71, Synergy_HSA=-5.96. (6) Drug 1: C1=CC(=CC=C1CCC2=CNC3=C2C(=O)NC(=N3)N)C(=O)NC(CCC(=O)O)C(=O)O. Drug 2: CC(CN1CC(=O)NC(=O)C1)N2CC(=O)NC(=O)C2. Cell line: OVCAR-5. Synergy scores: CSS=33.2, Synergy_ZIP=-7.67, Synergy_Bliss=0.309, Synergy_Loewe=0.749, Synergy_HSA=3.38. (7) Drug 1: CN1C2=C(C=C(C=C2)N(CCCl)CCCl)N=C1CCCC(=O)O.Cl. Drug 2: CN(C(=O)NC(C=O)C(C(C(CO)O)O)O)N=O. Cell line: HCC-2998. Synergy scores: CSS=-0.254, Synergy_ZIP=0.847, Synergy_Bliss=-1.20, Synergy_Loewe=-9.28, Synergy_HSA=-5.15. (8) Drug 1: CC(CN1CC(=O)NC(=O)C1)N2CC(=O)NC(=O)C2. Drug 2: CC1C(C(CC(O1)OC2CC(CC3=C2C(=C4C(=C3O)C(=O)C5=C(C4=O)C(=CC=C5)OC)O)(C(=O)CO)O)N)O.Cl. Cell line: M14. Synergy scores: CSS=51.2, Synergy_ZIP=1.58, Synergy_Bliss=4.20, Synergy_Loewe=-11.9, Synergy_HSA=5.35. (9) Drug 1: CC1=C2C(C(=O)C3(C(CC4C(C3C(C(C2(C)C)(CC1OC(=O)C(C(C5=CC=CC=C5)NC(=O)OC(C)(C)C)O)O)OC(=O)C6=CC=CC=C6)(CO4)OC(=O)C)OC)C)OC. Drug 2: CC1C(C(CC(O1)OC2CC(CC3=C2C(=C4C(=C3O)C(=O)C5=C(C4=O)C(=CC=C5)OC)O)(C(=O)C)O)N)O.Cl. Cell line: CAKI-1. Synergy scores: CSS=55.2, Synergy_ZIP=-0.176, Synergy_Bliss=-1.90, Synergy_Loewe=2.37, Synergy_HSA=5.38. (10) Drug 1: CC1=C(C=C(C=C1)NC(=O)C2=CC=C(C=C2)CN3CCN(CC3)C)NC4=NC=CC(=N4)C5=CN=CC=C5. Drug 2: CS(=O)(=O)CCNCC1=CC=C(O1)C2=CC3=C(C=C2)N=CN=C3NC4=CC(=C(C=C4)OCC5=CC(=CC=C5)F)Cl. Cell line: SK-OV-3. Synergy scores: CSS=8.21, Synergy_ZIP=-4.77, Synergy_Bliss=-0.251, Synergy_Loewe=-10.3, Synergy_HSA=-3.96.